Dataset: TCR-epitope binding with 47,182 pairs between 192 epitopes and 23,139 TCRs. Task: Binary Classification. Given a T-cell receptor sequence (or CDR3 region) and an epitope sequence, predict whether binding occurs between them. (1) The epitope is FVRATATIPI. The TCR CDR3 sequence is CASSQDGGRAGEYADTQYF. Result: 0 (the TCR does not bind to the epitope). (2) The epitope is WICLLQFAY. The TCR CDR3 sequence is CSASRSGGEYNEQFF. Result: 1 (the TCR binds to the epitope). (3) The epitope is CLGGLLTMV. The TCR CDR3 sequence is CASSEGQDFYEQYF. Result: 1 (the TCR binds to the epitope). (4) The epitope is RLRPGGKKK. The TCR CDR3 sequence is CSASPPSYNEQFF. Result: 0 (the TCR does not bind to the epitope). (5) The epitope is KRWIILGLNK. The TCR CDR3 sequence is CASGQSGTACNEQFF. Result: 1 (the TCR binds to the epitope). (6) The TCR CDR3 sequence is CASGTRSADTQYF. Result: 0 (the TCR does not bind to the epitope). The epitope is FTISVTTEIL. (7) The epitope is AYAQKIFKI. The TCR CDR3 sequence is CASSLSWGAGELFF. Result: 0 (the TCR does not bind to the epitope).